This data is from Full USPTO retrosynthesis dataset with 1.9M reactions from patents (1976-2016). The task is: Predict the reactants needed to synthesize the given product. The reactants are: [C:1]([C:3]([C:11]1[S:12][CH:13]=[CH:14][CH:15]=1)([CH:8]([CH3:10])[CH3:9])[CH2:4][CH2:5][CH2:6]I)#[N:2].[CH:16]([N:19]([CH2:26][CH2:27][N:28]1[CH2:33][CH2:32][NH:31][CH2:30][CH2:29]1)[C:20]1[CH:25]=[CH:24][CH:23]=[CH:22][N:21]=1)([CH3:18])[CH3:17]. Given the product [C:1]([C:3]([C:11]1[S:12][CH:13]=[CH:14][CH:15]=1)([CH:8]([CH3:10])[CH3:9])[CH2:4][CH2:5][CH2:6][N:31]1[CH2:32][CH2:33][N:28]([CH2:27][CH2:26][N:19]([CH:16]([CH3:18])[CH3:17])[C:20]2[CH:25]=[CH:24][CH:23]=[CH:22][N:21]=2)[CH2:29][CH2:30]1)#[N:2], predict the reactants needed to synthesize it.